Dataset: NCI-60 drug combinations with 297,098 pairs across 59 cell lines. Task: Regression. Given two drug SMILES strings and cell line genomic features, predict the synergy score measuring deviation from expected non-interaction effect. (1) Synergy scores: CSS=4.87, Synergy_ZIP=-0.959, Synergy_Bliss=5.16, Synergy_Loewe=-0.202, Synergy_HSA=-0.0805. Drug 2: C1C(C(OC1N2C=NC(=NC2=O)N)CO)O. Drug 1: CC1=C2C(C(=O)C3(C(CC4C(C3C(C(C2(C)C)(CC1OC(=O)C(C(C5=CC=CC=C5)NC(=O)OC(C)(C)C)O)O)OC(=O)C6=CC=CC=C6)(CO4)OC(=O)C)O)C)O. Cell line: CAKI-1. (2) Drug 1: CN(C)C1=NC(=NC(=N1)N(C)C)N(C)C. Drug 2: CCCCC(=O)OCC(=O)C1(CC(C2=C(C1)C(=C3C(=C2O)C(=O)C4=C(C3=O)C=CC=C4OC)O)OC5CC(C(C(O5)C)O)NC(=O)C(F)(F)F)O. Cell line: ACHN. Synergy scores: CSS=-3.61, Synergy_ZIP=0.429, Synergy_Bliss=-5.75, Synergy_Loewe=-15.1, Synergy_HSA=-9.72. (3) Drug 1: C1=C(C(=O)NC(=O)N1)F. Drug 2: CC1C(C(=O)NC(C(=O)N2CCCC2C(=O)N(CC(=O)N(C(C(=O)O1)C(C)C)C)C)C(C)C)NC(=O)C3=C4C(=C(C=C3)C)OC5=C(C(=O)C(=C(C5=N4)C(=O)NC6C(OC(=O)C(N(C(=O)CN(C(=O)C7CCCN7C(=O)C(NC6=O)C(C)C)C)C)C(C)C)C)N)C. Cell line: MALME-3M. Synergy scores: CSS=34.1, Synergy_ZIP=7.07, Synergy_Bliss=9.06, Synergy_Loewe=8.83, Synergy_HSA=8.83. (4) Synergy scores: CSS=0.351, Synergy_ZIP=-0.613, Synergy_Bliss=-0.401, Synergy_Loewe=-2.44, Synergy_HSA=-1.40. Drug 1: C1C(C(OC1N2C=NC(=NC2=O)N)CO)O. Cell line: MCF7. Drug 2: C(CCl)NC(=O)N(CCCl)N=O.